From a dataset of Forward reaction prediction with 1.9M reactions from USPTO patents (1976-2016). Predict the product of the given reaction. (1) Given the reactants [F:1][C:2]([F:30])([F:29])[C:3]1[CH:8]=[C:7]([C:9]([F:12])([F:11])[F:10])[CH:6]=[CH:5][C:4]=1[C:13]1[CH:17]=[C:16]([CH2:18][N:19]2[CH:24]=[C:23]3[N:25]=[C:26](Br)[N:27]=[C:22]3[CH:21]=[N:20]2)[O:15][N:14]=1.[F:31][C:32]1[CH:37]=[CH:36][C:35]([C:38](=[O:40])[CH3:39])=[CH:34][C:33]=1B(O)O, predict the reaction product. The product is: [F:1][C:2]([F:30])([F:29])[C:3]1[CH:8]=[C:7]([C:9]([F:12])([F:11])[F:10])[CH:6]=[CH:5][C:4]=1[C:13]1[CH:17]=[C:16]([CH2:18][N:19]2[CH:24]=[C:23]3[N:25]=[C:26]([C:33]4[CH:34]=[C:35]([C:38](=[O:40])[CH3:39])[CH:36]=[CH:37][C:32]=4[F:31])[N:27]=[C:22]3[CH:21]=[N:20]2)[O:15][N:14]=1. (2) The product is: [C:21]([O:20][C:19]([NH:18][CH2:17][C:7]1[C:8]([CH2:13][CH:14]([CH3:16])[CH3:15])=[N:9][C:10]2[C:5]([C:6]=1[C:26]1[CH:31]=[CH:30][C:29]([CH3:32])=[CH:28][CH:27]=1)=[CH:4][C:3]([CH2:2][S:51][CH2:50][C:48]([O:47][CH2:46][CH3:45])=[O:49])=[CH:12][CH:11]=2)=[O:25])([CH3:24])([CH3:23])[CH3:22]. Given the reactants O[CH2:2][C:3]1[CH:4]=[C:5]2[C:10](=[CH:11][CH:12]=1)[N:9]=[C:8]([CH2:13][CH:14]([CH3:16])[CH3:15])[C:7]([CH2:17][NH:18][C:19](=[O:25])[O:20][C:21]([CH3:24])([CH3:23])[CH3:22])=[C:6]2[C:26]1[CH:31]=[CH:30][C:29]([CH3:32])=[CH:28][CH:27]=1.C(N(CC)CC)C.CS(Cl)(=O)=O.[CH3:45][CH2:46][O:47][C:48]([CH2:50][SH:51])=[O:49].[H-].[Na+], predict the reaction product. (3) Given the reactants CC(OI1(OC(C)=O)(OC(C)=O)OC(=O)C2C=CC=CC1=2)=O.[OH:23][CH2:24][C@H:25]1[CH2:30][N:29]([C:31]([O:33][C:34]([CH3:37])([CH3:36])[CH3:35])=[O:32])[CH2:28][CH2:27][N:26]1[C:38]([O:40][CH2:41][C:42]1[CH:47]=[CH:46][CH:45]=[CH:44][CH:43]=1)=[O:39], predict the reaction product. The product is: [CH:24]([C@H:25]1[CH2:30][N:29]([C:31]([O:33][C:34]([CH3:37])([CH3:35])[CH3:36])=[O:32])[CH2:28][CH2:27][N:26]1[C:38]([O:40][CH2:41][C:42]1[CH:47]=[CH:46][CH:45]=[CH:44][CH:43]=1)=[O:39])=[O:23]. (4) Given the reactants CC1(C)C(C)(C)OB([C:9]2[CH:18]=[C:17]3[C:12]([CH2:13][CH2:14][CH2:15][N:16]3[C:19](=[O:21])[CH3:20])=[CH:11][CH:10]=2)O1.Br[C:24]1[S:25][C:26]([Cl:34])=[C:27]([C:29]([O:31][CH2:32][CH3:33])=[O:30])[N:28]=1.[Cl-].[Li+].C(=O)([O-])[O-].[Cs+].[Cs+], predict the reaction product. The product is: [C:19]([N:16]1[C:17]2[C:12](=[CH:11][CH:10]=[C:9]([C:24]3[S:25][C:26]([Cl:34])=[C:27]([C:29]([O:31][CH2:32][CH3:33])=[O:30])[N:28]=3)[CH:18]=2)[CH2:13][CH2:14][CH2:15]1)(=[O:21])[CH3:20]. (5) Given the reactants [Cl:1][C:2]1[C:7]([C:8]#[N:9])=[C:6](Cl)[C:5]([Cl:11])=[C:4]([Cl:12])[C:3]=1[C:13]#[N:14].C(N(CC)CC)C.[CH2:22]1[CH2:27][C@@H:26]([NH2:28])[C@H:25]([NH2:29])[CH2:24][CH2:23]1.O, predict the reaction product. The product is: [NH2:28][C@@H:26]1[CH2:27][CH2:22][CH2:23][CH2:24][C@H:25]1[NH:29][C:6]1[C:5]([Cl:11])=[C:4]([Cl:12])[C:3]([C:13]#[N:14])=[C:2]([Cl:1])[C:7]=1[C:8]#[N:9]. (6) Given the reactants [H-].[Na+].[OH:3][CH2:4][C:5]1[CH:17]=[CH:16][C:8]([CH2:9][N:10]2[CH2:15][CH2:14][O:13][CH2:12][CH2:11]2)=[CH:7][CH:6]=1.Cl[C:19]1[N:24]=[C:23]([C:25](=[C:28]2[NH:32][C:31]([CH2:33][CH3:34])=[CH:30][S:29]2)[C:26]#[N:27])[CH:22]=[CH:21][N:20]=1, predict the reaction product. The product is: [CH2:33]([C:31]1[NH:32][C:28](=[C:25]([C:23]2[CH:22]=[CH:21][N:20]=[C:19]([O:3][CH2:4][C:5]3[CH:6]=[CH:7][C:8]([CH2:9][N:10]4[CH2:15][CH2:14][O:13][CH2:12][CH2:11]4)=[CH:16][CH:17]=3)[N:24]=2)[C:26]#[N:27])[S:29][CH:30]=1)[CH3:34]. (7) Given the reactants C(OC([N:8]1[CH2:13][CH2:12][N:11]([C:14]2[C:15]3[C:30]([O:31][CH3:32])=[CH:29][N:28]=[CH:27][C:16]=3[N:17]=[C:18]([C:20]3[CH:25]=[CH:24][N:23]=[C:22](Cl)[CH:21]=3)[N:19]=2)[CH2:10][CH2:9]1)=O)(C)(C)C.[NH2:33][C:34]1[CH:39]=[N:38][CH:37]=[CH:36][N:35]=1, predict the reaction product. The product is: [CH3:32][O:31][C:30]1[C:15]2[C:14]([N:11]3[CH2:12][CH2:13][NH:8][CH2:9][CH2:10]3)=[N:19][C:18]([C:20]3[CH:25]=[CH:24][N:23]=[C:22]([NH:33][C:34]4[CH:39]=[N:38][CH:37]=[CH:36][N:35]=4)[CH:21]=3)=[N:17][C:16]=2[CH:27]=[N:28][CH:29]=1.